From a dataset of NCI-60 drug combinations with 297,098 pairs across 59 cell lines. Regression. Given two drug SMILES strings and cell line genomic features, predict the synergy score measuring deviation from expected non-interaction effect. (1) Drug 1: CC(C)NC(=O)C1=CC=C(C=C1)CNNC.Cl. Drug 2: CC1CCCC2(C(O2)CC(NC(=O)CC(C(C(=O)C(C1O)C)(C)C)O)C(=CC3=CSC(=N3)C)C)C. Cell line: NCI/ADR-RES. Synergy scores: CSS=0.776, Synergy_ZIP=3.61, Synergy_Bliss=-4.10, Synergy_Loewe=-6.15, Synergy_HSA=-4.27. (2) Drug 1: CCN(CC)CCNC(=O)C1=C(NC(=C1C)C=C2C3=C(C=CC(=C3)F)NC2=O)C. Drug 2: CN(CCCl)CCCl.Cl. Cell line: ACHN. Synergy scores: CSS=41.4, Synergy_ZIP=-2.12, Synergy_Bliss=-0.676, Synergy_Loewe=-1.96, Synergy_HSA=-1.46. (3) Drug 1: CN(C(=O)NC(C=O)C(C(C(CO)O)O)O)N=O. Drug 2: C1CN(P(=O)(OC1)NCCCl)CCCl. Cell line: HCT-15. Synergy scores: CSS=1.80, Synergy_ZIP=1.58, Synergy_Bliss=4.38, Synergy_Loewe=1.28, Synergy_HSA=0.366. (4) Drug 1: C1CCN(CC1)CCOC2=CC=C(C=C2)C(=O)C3=C(SC4=C3C=CC(=C4)O)C5=CC=C(C=C5)O. Synergy scores: CSS=-4.08, Synergy_ZIP=1.45, Synergy_Bliss=-1.74, Synergy_Loewe=-0.809, Synergy_HSA=-4.33. Cell line: BT-549. Drug 2: C#CCC(CC1=CN=C2C(=N1)C(=NC(=N2)N)N)C3=CC=C(C=C3)C(=O)NC(CCC(=O)O)C(=O)O. (5) Drug 1: CC12CCC3C(C1CCC2=O)CC(=C)C4=CC(=O)C=CC34C. Drug 2: C1=CC=C(C=C1)NC(=O)CCCCCCC(=O)NO. Cell line: U251. Synergy scores: CSS=55.5, Synergy_ZIP=-4.04, Synergy_Bliss=-4.26, Synergy_Loewe=-3.54, Synergy_HSA=-3.61. (6) Drug 1: CC12CCC3C(C1CCC2=O)CC(=C)C4=CC(=O)C=CC34C. Drug 2: CC(C)CN1C=NC2=C1C3=CC=CC=C3N=C2N. Cell line: KM12. Synergy scores: CSS=55.8, Synergy_ZIP=0.573, Synergy_Bliss=-0.939, Synergy_Loewe=-3.47, Synergy_HSA=-3.12. (7) Drug 1: CS(=O)(=O)CCNCC1=CC=C(O1)C2=CC3=C(C=C2)N=CN=C3NC4=CC(=C(C=C4)OCC5=CC(=CC=C5)F)Cl. Drug 2: CC1CCCC2(C(O2)CC(NC(=O)CC(C(C(=O)C(C1O)C)(C)C)O)C(=CC3=CSC(=N3)C)C)C. Cell line: HCT-15. Synergy scores: CSS=37.9, Synergy_ZIP=7.41, Synergy_Bliss=11.4, Synergy_Loewe=-23.1, Synergy_HSA=7.66.